Dataset: Full USPTO retrosynthesis dataset with 1.9M reactions from patents (1976-2016). Task: Predict the reactants needed to synthesize the given product. Given the product [CH3:24][S:25]([O:12][CH2:11][CH:10]([NH:13][C:14]([O:15][CH2:16][C:17]1[CH:22]=[CH:21][CH:20]=[CH:19][CH:18]=1)=[O:23])[CH2:9][C:1]12[CH2:2][CH2:3][CH:4]([CH2:5][CH2:6]1)[CH2:7][CH2:8]2)(=[O:27])=[O:26], predict the reactants needed to synthesize it. The reactants are: [C:1]12([CH2:9][CH:10]([NH:13][C:14](=[O:23])[O:15][CH2:16][C:17]3[CH:22]=[CH:21][CH:20]=[CH:19][CH:18]=3)[CH2:11][OH:12])[CH2:8][CH2:7][CH:4]([CH2:5][CH2:6]1)[CH2:3][CH2:2]2.[CH3:24][S:25](Cl)(=[O:27])=[O:26].O.